Dataset: Catalyst prediction with 721,799 reactions and 888 catalyst types from USPTO. Task: Predict which catalyst facilitates the given reaction. (1) Reactant: [CH:1]1[C:6]2[C:7]([O:9][C:10](=[O:11])[C:5]=2[CH:4]=[C:3]2[C:12]([O:14][C:15](=[O:16])[C:2]=12)=[O:13])=[O:8].[CH:17]1[CH:30]=[C:29]2[C:20]([CH:21]=[C:22]3[C:27](=[CH:28]2)[CH:26]=[CH:25][C:24]([CH2:31][CH2:32][CH2:33][C:34]([OH:36])=[O:35])=[CH:23]3)=[CH:19][CH:18]=1. Product: [CH:4]1[C:3]2[C:12]([O:14][C:15](=[O:16])[C:2]=2[CH:1]=[C:6]2[C:7]([O:9][C:10](=[O:11])[C:5]=12)=[O:8])=[O:13].[CH:17]1[CH:30]=[C:29]2[C:20]([CH:21]=[C:22]3[C:27](=[CH:28]2)[CH:26]=[CH:25][C:24]([CH2:31][CH2:32][CH2:33][C:34]([OH:36])=[O:35])=[CH:23]3)=[CH:19][CH:18]=1. The catalyst class is: 37. (2) Reactant: C([Si](C)(C)OCCN[C:10]1[CH:15]=[CH:14]N=C(Cl)N=1)(C)(C)C.[CH3:19][C:20]([Si](Cl)(C)C)(C)[CH3:21].O.[C:28]([O:31][CH2:32][CH3:33])(=[O:30])[CH3:29]. Product: [CH3:19][CH2:20][CH2:21][CH2:14][CH2:15][CH3:10].[C:28]([O:31][CH2:32][CH3:33])(=[O:30])[CH3:29]. The catalyst class is: 230.